From a dataset of Ames mutagenicity test results for genotoxicity prediction. Regression/Classification. Given a drug SMILES string, predict its toxicity properties. Task type varies by dataset: regression for continuous values (e.g., LD50, hERG inhibition percentage) or binary classification for toxic/non-toxic outcomes (e.g., AMES mutagenicity, cardiotoxicity, hepatotoxicity). Dataset: ames. The drug is CCc1ccc(C)nc1. The result is 0 (non-mutagenic).